Dataset: Full USPTO retrosynthesis dataset with 1.9M reactions from patents (1976-2016). Task: Predict the reactants needed to synthesize the given product. (1) Given the product [C:1]([O:5][C:6]([N:8]1[CH2:13][CH2:12][C:11]2[NH:49][N:50]=[C:44]([C:43]3[CH:47]=[CH:48][C:40]([Br:39])=[CH:41][CH:42]=3)[C:10]=2[CH2:9]1)=[O:7])([CH3:4])([CH3:3])[CH3:2], predict the reactants needed to synthesize it. The reactants are: [C:1]([O:5][C:6]([N:8]1[CH2:13][CH2:12][C:11](=O)[CH2:10][CH2:9]1)=[O:7])([CH3:4])([CH3:3])[CH3:2].N1CCOCC1.CC1C=CC(S(O)(=O)=O)=CC=1.CCN(CC)CC.[Br:39][C:40]1[CH:48]=[CH:47][C:43]([C:44](Cl)=O)=[CH:42][CH:41]=1.[NH2:49][NH2:50]. (2) Given the product [CH3:1][O:2][C:3]1[CH:4]=[C:5]([N+:10]([O-:12])=[O:11])[CH:6]=[CH:7][C:8]=1[C:18]1[CH:17]=[CH:16][N:15]=[C:14]([CH3:13])[CH:19]=1, predict the reactants needed to synthesize it. The reactants are: [CH3:1][O:2][C:3]1[CH:4]=[C:5]([N+:10]([O-:12])=[O:11])[CH:6]=[CH:7][C:8]=1Br.[CH3:13][C:14]1[CH:19]=[C:18](B2OC(C)(C)C(C)(C)O2)[CH:17]=[CH:16][N:15]=1.C(=O)([O-])[O-].[Na+].[Na+]. (3) The reactants are: [CH2:1]([O:3][C:4]([C:6]1[CH:7]=[N:8][C:9]2[C:14]([C:15]=1OS(C(F)(F)F)(=O)=O)=[CH:13][CH:12]=[C:11]([C:24]([F:27])([F:26])[F:25])[CH:10]=2)=[O:5])[CH3:2].P([O-])([O-])([O-])=O.[K+].[K+].[K+].O1[CH2:41][CH2:40][O:39][CH2:38]C1. Given the product [CH2:1]([O:3][C:4]([C:6]1[CH:7]=[N:8][C:9]2[C:14]([C:15]=1[C:14]1[CH:15]=[C:6]([CH:4]=[O:3])[CH:7]=[CH:41][C:40]=1[O:39][CH3:38])=[CH:13][CH:12]=[C:11]([C:24]([F:27])([F:26])[F:25])[CH:10]=2)=[O:5])[CH3:2], predict the reactants needed to synthesize it.